Dataset: Full USPTO retrosynthesis dataset with 1.9M reactions from patents (1976-2016). Task: Predict the reactants needed to synthesize the given product. (1) Given the product [S:1]1[C:5]2[CH:6]=[CH:7][CH:8]=[CH:9][C:4]=2[N:3]=[C:2]1[C:10]1[C:11]([NH2:22])=[N:12][NH:13][C:14]=1[NH:15][CH2:16][C:17]1[NH:21][CH:20]=[CH:19][N:18]=1, predict the reactants needed to synthesize it. The reactants are: [S:1]1[C:5]2[CH:6]=[CH:7][CH:8]=[CH:9][C:4]=2[N:3]=[C:2]1[C:10]1[C:11]([NH2:22])=[N:12][NH:13][C:14]=1[N:15]=[CH:16][C:17]1[NH:18][CH:19]=[CH:20][N:21]=1.[BH4-].[Na+]. (2) Given the product [F:31][C:25]1[C:26]([F:30])=[CH:27][CH:28]=[CH:29][C:24]=1[CH2:23][S:22][C:4]1[N:5]=[C:6]([S:12][CH2:13][C:14]2[CH:19]=[CH:18][CH:17]=[C:16]([F:20])[C:15]=2[F:21])[C:7]2[C:2](=[N:1][C:10]([NH2:11])=[CH:9][N:8]=2)[N:3]=1, predict the reactants needed to synthesize it. The reactants are: [NH2:1][C:2]1[C:7]([NH:8][CH2:9][C:10]#[N:11])=[C:6]([S:12][CH2:13][C:14]2[CH:19]=[CH:18][CH:17]=[C:16]([F:20])[C:15]=2[F:21])[N:5]=[C:4]([S:22][CH2:23][C:24]2[CH:29]=[CH:28][CH:27]=[C:26]([F:30])[C:25]=2[F:31])[N:3]=1.[OH-].[K+]. (3) Given the product [N+:29]([C:32]1[CH:33]=[CH:34][C:35]([C:36]([O:9][C@@H:7]([C:1]2[CH:6]=[CH:5][CH:4]=[CH:3][CH:2]=2)[CH3:8])=[O:37])=[CH:39][CH:40]=1)([O-:31])=[O:30].[C:1]1([C@@H:7]([OH:9])[CH3:8])[CH:6]=[CH:5][CH:4]=[CH:3][CH:2]=1, predict the reactants needed to synthesize it. The reactants are: [C:1]1([C@@H:7]([OH:9])[CH3:8])[CH:6]=[CH:5][CH:4]=[CH:3][CH:2]=1.C1(P(C2C=CC=CC=2)C2C=CC=CC=2)C=CC=CC=1.[N+:29]([C:32]1[CH:40]=[CH:39][C:35]([C:36](O)=[O:37])=[CH:34][CH:33]=1)([O-:31])=[O:30].COCCOC(N=NC(OCCOC)=O)=O. (4) Given the product [NH2:1][C:2]([NH:4][C:5]1[S:6][C:7]([C:18]2[CH:19]=[CH:20][N:15]=[CH:16][CH:17]=2)=[CH:8][C:9]=1[C:10]([O:12][CH3:13])=[O:11])=[O:3], predict the reactants needed to synthesize it. The reactants are: [NH2:1][C:2]([NH:4][C:5]1[S:6][C:7](Br)=[CH:8][C:9]=1[C:10]([O:12][CH3:13])=[O:11])=[O:3].[N:15]1[CH:20]=[CH:19][C:18]([Sn](CCCC)(CCCC)CCCC)=[CH:17][CH:16]=1. (5) The reactants are: O[CH2:2][C:3]1[C:12]([C:13]2[CH:18]=[CH:17][CH:16]=[CH:15][C:14]=2[O:19][CH3:20])=[CH:11][CH:10]=[C:9]2[C:4]=1[C:5]([CH3:23])=[CH:6][C:7]([CH3:22])([CH3:21])[NH:8]2.C(N(CC)CC)C.CS([Cl:35])(=O)=O.C(OCC)(=O)C. Given the product [Cl:35][CH2:2][C:3]1[C:12]([C:13]2[CH:18]=[CH:17][CH:16]=[CH:15][C:14]=2[O:19][CH3:20])=[CH:11][CH:10]=[C:9]2[C:4]=1[C:5]([CH3:23])=[CH:6][C:7]([CH3:22])([CH3:21])[NH:8]2, predict the reactants needed to synthesize it. (6) Given the product [N+:1](=[CH:3][C:10]([CH2:9][C:8]1[S:11][CH:5]=[CH:6][CH:7]=1)=[O:18])=[N-:2], predict the reactants needed to synthesize it. The reactants are: [N+:1](=[CH2:3])=[N-:2].C[C:5]1[CH:10]=[CH:9][C:8]([S:11](N(N=O)C)(=O)=O)=[CH:7][CH:6]=1.[OH-:18].[K+]. (7) Given the product [C:1]12([CH2:11][S:12]([O-:15])(=[O:13])=[O:14])[C:8]([CH3:10])([CH3:9])[CH:5]([CH2:6][CH2:7]1)[CH2:4][C:2]2=[O:3].[Al+3:17].[C:1]12([CH2:11][S:12]([O-:15])(=[O:13])=[O:14])[C:8]([CH3:10])([CH3:9])[CH:5]([CH2:6][CH2:7]1)[CH2:4][C:2]2=[O:3].[C:1]12([CH2:11][S:12]([O-:15])(=[O:13])=[O:14])[C:8]([CH3:10])([CH3:9])[CH:5]([CH2:6][CH2:7]1)[CH2:4][C:2]2=[O:3], predict the reactants needed to synthesize it. The reactants are: [C:1]12([CH2:11][S:12]([OH:15])(=[O:14])=[O:13])[C:8]([CH3:10])([CH3:9])[CH:5]([CH2:6][CH2:7]1)[CH2:4][C:2]2=[O:3].O=[Al-:17]=O.[Na+]. (8) Given the product [Br:20][C:19]1[CH:18]=[N:17][N:14]2[CH:15]=[CH:16][C:11]([NH:10][CH2:9][CH2:8][O:7][CH3:6])=[N:12][C:13]=12, predict the reactants needed to synthesize it. The reactants are: C([O-])(=O)C.[Na+].[CH3:6][O:7][CH2:8][CH2:9][NH:10][C:11]1[CH:16]=[CH:15][N:14]2[N:17]=[CH:18][CH:19]=[C:13]2[N:12]=1.[Br:20]Br.C(=O)(O)[O-].[Na+]. (9) Given the product [F:18][C:16]1[CH:15]=[CH:14][C:11]([C:12]#[N:13])=[C:10]([O:4][CH3:2])[CH:17]=1, predict the reactants needed to synthesize it. The reactants are: C[C:2](C)([O-:4])C.[K+].CO.F[C:10]1[CH:17]=[C:16]([F:18])[CH:15]=[CH:14][C:11]=1[C:12]#[N:13]. (10) Given the product [ClH:20].[ClH:37].[CH2:35]([NH:34][C:23]1[C:22]([CH2:21][C:6]2[C:5]3[C:10](=[CH:11][C:12]([O:13][CH3:14])=[C:3]([O:2][CH3:1])[CH:4]=3)[C:9]([CH2:15][CH2:16][CH3:17])=[N:8][C:7]=2[OH:18])=[CH:31][C:30]2[C:25](=[CH:26][CH:27]=[C:28]([O:32][CH3:33])[CH:29]=2)[N:24]=1)[CH3:36], predict the reactants needed to synthesize it. The reactants are: [CH3:1][O:2][C:3]1[CH:4]=[C:5]2[C:10](=[CH:11][C:12]=1[O:13][CH3:14])[C:9]([CH2:15][CH2:16][CH3:17])=[N:8][C:7]([OH:18])=[CH:6]2.Cl.[Cl:20][CH2:21][C:22]1[C:23]([NH:34][CH2:35][CH3:36])=[N:24][C:25]2[C:30]([CH:31]=1)=[CH:29][C:28]([O:32][CH3:33])=[CH:27][CH:26]=2.[Cl:37]CC1C(NCC)=NC2C(C=1)=CC(OC)=CC=2.[Li+].[OH-].